This data is from Catalyst prediction with 721,799 reactions and 888 catalyst types from USPTO. The task is: Predict which catalyst facilitates the given reaction. (1) Reactant: [Cl:1][C:2]1[CH:7]=[CH:6][CH:5]=[C:4]([Cl:8])[C:3]=1[C:9]1[C:18]2[O:17][CH:16]([CH2:19][NH2:20])[CH2:15][S:14][C:13]=2[CH:12]=[C:11]([F:21])[CH:10]=1.[CH3:22][C:23]([O:26][C:27](O[C:27]([O:26][C:23]([CH3:25])([CH3:24])[CH3:22])=[O:28])=[O:28])([CH3:25])[CH3:24]. Product: [C:23]([O:26][C:27](=[O:28])[NH:20][CH2:19][CH:16]1[CH2:15][S:14][C:13]2[CH:12]=[C:11]([F:21])[CH:10]=[C:9]([C:3]3[C:2]([Cl:1])=[CH:7][CH:6]=[CH:5][C:4]=3[Cl:8])[C:18]=2[O:17]1)([CH3:25])([CH3:24])[CH3:22]. The catalyst class is: 2. (2) Reactant: [C:1]([NH:5][C:6]([C:8]1[C:9](Cl)=[N:10][C:11]([Cl:14])=[N:12][CH:13]=1)=[O:7])([CH3:4])([CH3:3])[CH3:2].[CH:16]1([NH2:22])[CH2:21][CH2:20][CH2:19][CH2:18][CH2:17]1.C(N(CC)CC)C.[Na+].[Cl-]. Product: [C:1]([NH:5][C:6]([C:8]1[C:9]([NH:22][CH:16]2[CH2:21][CH2:20][CH2:19][CH2:18][CH2:17]2)=[N:10][C:11]([Cl:14])=[N:12][CH:13]=1)=[O:7])([CH3:4])([CH3:3])[CH3:2]. The catalyst class is: 20.